From a dataset of Catalyst prediction with 721,799 reactions and 888 catalyst types from USPTO. Predict which catalyst facilitates the given reaction. (1) Reactant: [CH3:1][C:2]1[O:6][N:5]=[C:4]([NH2:7])[CH:3]=1.C(N(CC)CC)C.[Br:15][CH2:16][C:17](Br)=[O:18]. Product: [Br:15][CH2:16][C:17]([NH:7][C:4]1[CH:3]=[C:2]([CH3:1])[O:6][N:5]=1)=[O:18]. The catalyst class is: 22. (2) Reactant: C1(C[N:8]2[CH2:13][CH2:12][CH:11]([N:14]3[C:18](=[O:19])[CH2:17][CH2:16][C:15]3=[O:20])[CH2:10][CH2:9]2)C=CC=CC=1. Product: [NH:8]1[CH2:13][CH2:12][CH:11]([N:14]2[C:15](=[O:20])[CH2:16][CH2:17][C:18]2=[O:19])[CH2:10][CH2:9]1. The catalyst class is: 105. (3) Reactant: C([O:3][C:4]([C:6]1[CH:7]=[N:8][C:9]2[C:14]([C:15]=1[OH:16])=[CH:13][CH:12]=[CH:11][CH:10]=2)=[O:5])C.O=C1C2C(=CC=CC=2)NC=C1C(O)=O. Product: [O:16]=[C:15]1[C:14]2[C:9](=[CH:10][CH:11]=[CH:12][CH:13]=2)[NH:8][CH:7]=[C:6]1[C:4]([OH:5])=[O:3]. The catalyst class is: 74. (4) Reactant: [CH3:1][O:2][C:3]1[CH:19]=[CH:18][C:6]([CH2:7][N:8]2[C:16]3[C:11](=[CH:12][CH:13]=[CH:14][CH:15]=3)[C:10]([OH:17])=[N:9]2)=[CH:5][CH:4]=1.[H-].[Na+].F[C:23]1[CH:28]=[CH:27][C:26]([N+:29]([O-:31])=[O:30])=[CH:25][C:24]=1[F:32].O. Product: [F:32][C:24]1[CH:25]=[C:26]([N+:29]([O-:31])=[O:30])[CH:27]=[CH:28][C:23]=1[O:17][C:10]1[C:11]2[C:16](=[CH:15][CH:14]=[CH:13][CH:12]=2)[N:8]([CH2:7][C:6]2[CH:5]=[CH:4][C:3]([O:2][CH3:1])=[CH:19][CH:18]=2)[N:9]=1. The catalyst class is: 3. (5) Reactant: [C:1]1([C:7]2[C:11]([C:12]3[CH:17]=[CH:16][CH:15]=[CH:14][CH:13]=3)=[C:10]([SH:18])[NH:9][N:8]=2)[CH:6]=[CH:5][CH:4]=[CH:3][CH:2]=1.Br[CH2:20][CH2:21][O:22][CH:23]1[CH2:28][CH2:27][CH2:26][CH2:25][O:24]1.C([O-])([O-])=O.[K+].[K+]. Product: [C:1]1([C:7]2[C:11]([C:12]3[CH:13]=[CH:14][CH:15]=[CH:16][CH:17]=3)=[C:10]([S:18][CH2:20][CH2:21][O:22][CH:23]3[CH2:28][CH2:27][CH2:26][CH2:25][O:24]3)[NH:9][N:8]=2)[CH:2]=[CH:3][CH:4]=[CH:5][CH:6]=1. The catalyst class is: 3. (6) Reactant: [CH3:1][S:2]([O-:4])=[O:3].[Na+].[C:6]1([S:12]([NH:15][C:16]2[CH:17]=[C:18]([C:23]3[S:27][C:26]([NH:28][C:29](=[O:31])[CH3:30])=[N:25][C:24]=3[CH2:32]Br)[CH:19]=[N:20][C:21]=2[Cl:22])(=[O:14])=[O:13])[CH:11]=[CH:10][CH:9]=[CH:8][CH:7]=1. Product: [C:6]1([S:12]([NH:15][C:16]2[CH:17]=[C:18]([C:23]3[S:27][C:26]([NH:28][C:29](=[O:31])[CH3:30])=[N:25][C:24]=3[CH2:32][S:2]([CH3:1])(=[O:4])=[O:3])[CH:19]=[N:20][C:21]=2[Cl:22])(=[O:14])=[O:13])[CH:11]=[CH:10][CH:9]=[CH:8][CH:7]=1. The catalyst class is: 1.